This data is from NCI-60 drug combinations with 297,098 pairs across 59 cell lines. The task is: Regression. Given two drug SMILES strings and cell line genomic features, predict the synergy score measuring deviation from expected non-interaction effect. Drug 1: CNC(=O)C1=CC=CC=C1SC2=CC3=C(C=C2)C(=NN3)C=CC4=CC=CC=N4. Drug 2: CC1=C2C(C(=O)C3(C(CC4C(C3C(C(C2(C)C)(CC1OC(=O)C(C(C5=CC=CC=C5)NC(=O)C6=CC=CC=C6)O)O)OC(=O)C7=CC=CC=C7)(CO4)OC(=O)C)O)C)OC(=O)C. Cell line: DU-145. Synergy scores: CSS=52.0, Synergy_ZIP=12.4, Synergy_Bliss=11.3, Synergy_Loewe=-32.4, Synergy_HSA=9.56.